Predict the product of the given reaction. From a dataset of Forward reaction prediction with 1.9M reactions from USPTO patents (1976-2016). (1) Given the reactants [Cl:1][C:2]1[N:11]=[C:10](Cl)[C:9]2[C:4](=[CH:5][CH:6]=[CH:7][CH:8]=2)[N:3]=1.[CH:13]1([NH2:21])[CH2:20][CH2:19][CH2:18][CH2:17][CH2:16][CH2:15][CH2:14]1.[CH3:22][C:23]1[CH:27]=[C:26]([CH3:28])[NH:25][N:24]=1, predict the reaction product. The product is: [ClH:1].[CH:13]1([NH:21][C:10]2[C:9]3[C:4](=[CH:5][CH:6]=[CH:7][CH:8]=3)[N:3]=[C:2]([N:24]3[C:23]([CH3:22])=[CH:27][C:26]([CH3:28])=[N:25]3)[N:11]=2)[CH2:20][CH2:19][CH2:18][CH2:17][CH2:16][CH2:15][CH2:14]1. (2) Given the reactants [NH:1]1[C:9]2[C:4](=[CH:5][C:6]([NH:10][C:11](=[O:24])[CH:12]([N:18]3[CH2:23][CH2:22][CH2:21][CH2:20][CH2:19]3)[C:13]3[CH:17]=[CH:16][S:15][CH:14]=3)=[CH:7][CH:8]=2)[CH:3]=[N:2]1.C([O-])([O-])=O.[K+].[K+].[I:31]I, predict the reaction product. The product is: [I:31][C:3]1[C:4]2[C:9](=[CH:8][CH:7]=[C:6]([NH:10][C:11](=[O:24])[CH:12]([N:18]3[CH2:19][CH2:20][CH2:21][CH2:22][CH2:23]3)[C:13]3[CH:17]=[CH:16][S:15][CH:14]=3)[CH:5]=2)[NH:1][N:2]=1. (3) Given the reactants Cl[C:2]1[N:11]=[C:10]([NH:12][CH2:13][CH:14]([C:21]2[CH:26]=[CH:25][CH:24]=[CH:23][CH:22]=2)[C:15]2[CH:20]=[CH:19][CH:18]=[CH:17][CH:16]=2)[C:9]2[C:4](=[CH:5][C:6]([O:29][CH3:30])=[C:7]([O:27][CH3:28])[CH:8]=2)[N:3]=1.[CH3:31][N:32]([CH3:42])[C:33]1[N:38]=[CH:37][C:36](B(O)O)=[CH:35][N:34]=1.C(NC1C2C(=CC=CC=2)N=C(C2SC3C=CC=CC=3C=2)N=1)(C1C=CC=CC=1)C1C=CC=CC=1, predict the reaction product. The product is: [CH3:31][N:32]([CH3:42])[C:33]1[N:38]=[CH:37][C:36]([C:2]2[N:11]=[C:10]([NH:12][CH2:13][CH:14]([C:21]3[CH:26]=[CH:25][CH:24]=[CH:23][CH:22]=3)[C:15]3[CH:20]=[CH:19][CH:18]=[CH:17][CH:16]=3)[C:9]3[C:4](=[CH:5][C:6]([O:29][CH3:30])=[C:7]([O:27][CH3:28])[CH:8]=3)[N:3]=2)=[CH:35][N:34]=1. (4) Given the reactants [CH3:1][CH:2]([CH3:10])[CH2:3][C:4](=[O:9])[CH2:5][C:6](=[O:8])[CH3:7].[H-].[Na+].[CH2:13]([O:15][C:16](=[O:19])[CH2:17]Br)[CH3:14], predict the reaction product. The product is: [CH2:13]([O:15][C:16](=[O:19])[CH2:17][CH:5]([C:6](=[O:8])[CH3:7])[C:4](=[O:9])[CH2:3][CH:2]([CH3:10])[CH3:1])[CH3:14].